This data is from Reaction yield outcomes from USPTO patents with 853,638 reactions. The task is: Predict the reaction yield, written as a fraction of the theoretical maximum amount of product (1.0 means a 100% yield; for example, 0.34 means a 34% yield). (1) The reactants are [Cl-].O[NH3+:3].[C:4](=[O:7])([O-])[OH:5].[Na+].CS(C)=O.[CH2:13]([C:17]1[N:18]=[C:19]([CH3:48])[N:20]([CH2:39][C:40]2[CH:41]=[N:42][C:43]([O:46][CH3:47])=[CH:44][CH:45]=2)[C:21](=[O:38])[C:22]=1[CH2:23][C:24]1[CH:29]=[CH:28][C:27]([C:30]2[C:31]([C:36]#[N:37])=[CH:32][CH:33]=[CH:34][CH:35]=2)=[CH:26][CH:25]=1)[CH2:14][CH2:15][CH3:16]. The catalyst is C(OCC)(=O)C. The product is [CH2:13]([C:17]1[N:18]=[C:19]([CH3:48])[N:20]([CH2:39][C:40]2[CH:41]=[N:42][C:43]([O:46][CH3:47])=[CH:44][CH:45]=2)[C:21](=[O:38])[C:22]=1[CH2:23][C:24]1[CH:25]=[CH:26][C:27]([C:30]2[CH:35]=[CH:34][CH:33]=[CH:32][C:31]=2[C:36]2[NH:3][C:4](=[O:7])[O:5][N:37]=2)=[CH:28][CH:29]=1)[CH2:14][CH2:15][CH3:16]. The yield is 0.320. (2) The reactants are [Cl-].O[NH3+:3].[C:4](=[O:7])([O-])[OH:5].[Na+].CS(C)=O.[CH3:13][C:14]1[N:15]=[C:16]([CH2:43][CH2:44][CH3:45])[N:17]([CH2:28][C:29]2[CH:34]=[CH:33][C:32]([C:35]3[C:36]([C:41]#[N:42])=[CH:37][CH:38]=[CH:39][CH:40]=3)=[CH:31][CH:30]=2)[C:18](=[O:27])[C:19]=1[O:20][C:21]1[CH:26]=[CH:25][CH:24]=[CH:23][CH:22]=1. The catalyst is C(OCC)(=O)C. The product is [CH3:13][C:14]1[N:15]=[C:16]([CH2:43][CH2:44][CH3:45])[N:17]([CH2:28][C:29]2[CH:34]=[CH:33][C:32]([C:35]3[CH:40]=[CH:39][CH:38]=[CH:37][C:36]=3[C:41]3[NH:3][C:4](=[O:7])[O:5][N:42]=3)=[CH:31][CH:30]=2)[C:18](=[O:27])[C:19]=1[O:20][C:21]1[CH:22]=[CH:23][CH:24]=[CH:25][CH:26]=1. The yield is 0.190. (3) The reactants are [CH:1]([O:5][C:6]1[CH:11]=[CH:10][C:9]([C:12]2[C:17](=[O:18])[N:16]([CH2:19][C:20]3[CH:25]=[CH:24][C:23]([C:26]4[C:27]([C:32]#[N:33])=[CH:28][CH:29]=[CH:30][CH:31]=4)=[CH:22][CH:21]=3)[C:15]([CH2:34][CH2:35][CH3:36])=[N:14][C:13]=2[CH3:37])=[CH:8][CH:7]=1)([CH2:3][CH3:4])[CH3:2].Cl.[NH2:39]O.[C:41](=[O:44])([O-])[OH:42].[Na+]. The catalyst is CS(C)=O.C(OCC)(=O)C. The product is [CH:1]([O:5][C:6]1[CH:7]=[CH:8][C:9]([C:12]2[C:17](=[O:18])[N:16]([CH2:19][C:20]3[CH:25]=[CH:24][C:23]([C:26]4[CH:31]=[CH:30][CH:29]=[CH:28][C:27]=4[C:32]4[NH:39][C:41](=[O:44])[O:42][N:33]=4)=[CH:22][CH:21]=3)[C:15]([CH2:34][CH2:35][CH3:36])=[N:14][C:13]=2[CH3:37])=[CH:10][CH:11]=1)([CH2:3][CH3:4])[CH3:2]. The yield is 0.810. (4) The reactants are [CH2:1]([S:3]([N:6]1[CH:10]=[CH:9][C:8]([N+:11]([O-])=O)=[N:7]1)(=[O:5])=[O:4])[CH3:2].CO.[H][H]. The catalyst is C(OCC)(=O)C.[Pd]. The product is [CH2:1]([S:3]([N:6]1[CH:10]=[CH:9][C:8]([NH2:11])=[N:7]1)(=[O:5])=[O:4])[CH3:2]. The yield is 0.740. (5) The reactants are [Cl:1][C:2]1[CH:3]=[C:4]([C:13]2[C:21]([CH3:22])=[CH:20][C:16]([C:17]([OH:19])=O)=[C:15]([F:23])[CH:14]=2)[CH:5]=[N:6][C:7]=1[O:8][CH:9]1[CH2:12][CH2:11][CH2:10]1.[CH:24]1([S:27]([NH2:30])(=[O:29])=[O:28])[CH2:26][CH2:25]1.Cl.CN(C)CCCN=C=NCC. The catalyst is CN(C1C=CN=CC=1)C.ClCCl. The product is [Cl:1][C:2]1[CH:3]=[C:4]([C:13]2[C:21]([CH3:22])=[CH:20][C:16]([C:17]([NH:30][S:27]([CH:24]3[CH2:26][CH2:25]3)(=[O:29])=[O:28])=[O:19])=[C:15]([F:23])[CH:14]=2)[CH:5]=[N:6][C:7]=1[O:8][CH:9]1[CH2:10][CH2:11][CH2:12]1. The yield is 0.357. (6) The reactants are [CH2:1]([C@@H:8]1[NH:13][CH2:12][CH2:11][N:10]([C:14]2[CH:19]=[CH:18][C:17]([O:20][CH3:21])=[C:16]([O:22][CH:23]3[CH2:27][CH2:26][CH2:25][CH2:24]3)[CH:15]=2)[CH2:9]1)[C:2]1[CH:7]=[CH:6][CH:5]=[CH:4][CH:3]=1.[O:28]=[C:29]1[NH:33][CH:32]([C:34](O)=[O:35])[CH2:31][NH:30]1.C(N(C(C)C)CC)(C)C.C1CN([P+](ON2N=NC3C=CC=CC2=3)(N2CCCC2)N2CCCC2)CC1.F[P-](F)(F)(F)(F)F. The catalyst is C(Cl)Cl.CN(C=O)C. The product is [CH2:1]([C@H:8]1[CH2:9][N:10]([C:14]2[CH:19]=[CH:18][C:17]([O:20][CH3:21])=[C:16]([O:22][CH:23]3[CH2:27][CH2:26][CH2:25][CH2:24]3)[CH:15]=2)[CH2:11][CH2:12][N:13]1[C:34]([CH:32]1[CH2:31][NH:30][C:29](=[O:28])[NH:33]1)=[O:35])[C:2]1[CH:3]=[CH:4][CH:5]=[CH:6][CH:7]=1. The yield is 0.300. (7) The reactants are [Cl:1][C:2]1[CH:7]=[CH:6][C:5]([C:8]2[N:12]=[C:11]([C:13]3[CH:18]=[CH:17][C:16]([CH2:19][CH:20]([CH3:22])[CH3:21])=[CH:15][CH:14]=3)[O:10][N:9]=2)=[CH:4][N:3]=1.Cl.C([O:26][C:27]([C@H:29]1[CH2:32][C@@H:31]([NH2:33])[CH2:30]1)=[O:28])C.OP([O-])([O-])=O.[K+].[K+].[OH-].[Na+].Cl. The catalyst is O.CS(C)=O. The product is [ClH:1].[CH2:19]([C:16]1[CH:17]=[CH:18][C:13]([C:11]2[O:10][N:9]=[C:8]([C:5]3[CH:6]=[CH:7][C:2]([NH:33][CH:31]4[CH2:32][CH:29]([C:27]([OH:28])=[O:26])[CH2:30]4)=[N:3][CH:4]=3)[N:12]=2)=[CH:14][CH:15]=1)[CH:20]([CH3:22])[CH3:21]. The yield is 0.860.